From a dataset of TCR-epitope binding with 47,182 pairs between 192 epitopes and 23,139 TCRs. Binary Classification. Given a T-cell receptor sequence (or CDR3 region) and an epitope sequence, predict whether binding occurs between them. (1) The epitope is IYSKHTPINL. The TCR CDR3 sequence is CASSYSMGDTEAFF. Result: 1 (the TCR binds to the epitope). (2) The epitope is LLWNGPMAV. The TCR CDR3 sequence is CASQDTNSYEQYF. Result: 0 (the TCR does not bind to the epitope). (3) The epitope is TSNQVAVLY. The TCR CDR3 sequence is CASSEGSSGAYEQYF. Result: 0 (the TCR does not bind to the epitope). (4) The epitope is SSNVANYQK. The TCR CDR3 sequence is CATSDNYGYTF. Result: 1 (the TCR binds to the epitope). (5) The epitope is EPLPQGQLTAY. The TCR CDR3 sequence is CATSETGELFF. Result: 0 (the TCR does not bind to the epitope). (6) The epitope is FLYNLLTRV. The TCR CDR3 sequence is CAWTPSGASTDTQYF. Result: 0 (the TCR does not bind to the epitope). (7) The epitope is LPRRSGAAGA. The TCR CDR3 sequence is CASSTGQGYNEQFF. Result: 0 (the TCR does not bind to the epitope). (8) The epitope is QECVRGTTVL. The TCR CDR3 sequence is RASSLLGPNEQFF. Result: 1 (the TCR binds to the epitope).